This data is from Reaction yield outcomes from USPTO patents with 853,638 reactions. The task is: Predict the reaction yield, written as a fraction of the theoretical maximum amount of product (1.0 means a 100% yield; for example, 0.34 means a 34% yield). (1) The reactants are [Cl:1][C:2]1[CH:3]=[CH:4][C:5]2[C:11]3[N:12]=[C:13](I)[N:14]=[CH:15][C:10]=3[CH2:9][N:8]=[C:7]([C:17]3[C:22]([F:23])=[CH:21][CH:20]=[CH:19][C:18]=3[F:24])[C:6]=2[CH:25]=1.[NH2:26][C:27]1[O:28][C:29]([C:32]([O:34][CH2:35][CH3:36])=[O:33])=[CH:30][N:31]=1.CC1(C)C2C(=C(P(C3C=CC=CC=3)C3C=CC=CC=3)C=CC=2)OC2C(P(C3C=CC=CC=3)C3C=CC=CC=3)=CC=CC1=2.[O-]P([O-])([O-])=O.[K+].[K+].[K+]. The catalyst is C1C=CC(/C=C/C(/C=C/C2C=CC=CC=2)=O)=CC=1.C1C=CC(/C=C/C(/C=C/C2C=CC=CC=2)=O)=CC=1.C1C=CC(/C=C/C(/C=C/C2C=CC=CC=2)=O)=CC=1.[Pd].[Pd]. The product is [CH2:35]([O:34][C:32]([C:29]1[O:28][C:27]([NH:26][C:13]2[N:14]=[CH:15][C:10]3[CH2:9][N:8]=[C:7]([C:17]4[C:22]([F:23])=[CH:21][CH:20]=[CH:19][C:18]=4[F:24])[C:6]4[CH:25]=[C:2]([Cl:1])[CH:3]=[CH:4][C:5]=4[C:11]=3[N:12]=2)=[N:31][CH:30]=1)=[O:33])[CH3:36]. The yield is 0.480. (2) The reactants are C([O:3][C:4](=[O:17])[CH2:5][NH:6][C:7]([C:9]1[C:13]([CH3:14])=[C:12]([CH:15]=O)[NH:11][CH:10]=1)=[O:8])C.[OH-].[Na+].[CH3:20][NH:21][S:22]([C:25]1[CH:26]=[C:27]2[C:31](=[CH:32][CH:33]=1)[NH:30][C:29](=[O:34])[CH2:28]2)(=[O:24])=[O:23].N1CCCCC1. The catalyst is CO.C(O)C. The product is [CH3:14][C:13]1[C:9]([C:7]([NH:6][CH2:5][C:4]([OH:3])=[O:17])=[O:8])=[CH:10][NH:11][C:12]=1[CH:15]=[C:28]1[C:27]2[C:31](=[CH:32][CH:33]=[C:25]([S:22](=[O:23])(=[O:24])[NH:21][CH3:20])[CH:26]=2)[NH:30][C:29]1=[O:34]. The yield is 0.520. (3) The reactants are [OH:1][CH:2]1[CH2:5][N:4]([C:6]2[CH:11]=[CH:10][C:9]([C:12](=[O:16])COC)=[CH:8][CH:7]=2)[CH2:3]1.[OH2:17].[OH-].[Li+].Cl. The catalyst is O.CO.C1COCC1. The product is [OH:1][CH:2]1[CH2:3][N:4]([C:6]2[CH:7]=[CH:8][C:9]([C:12]([OH:16])=[O:17])=[CH:10][CH:11]=2)[CH2:5]1. The yield is 0.949. (4) The reactants are Cl.[NH:2]1[CH2:7][CH2:6][CH:5]([C:8]2[N:13]=[C:12]([N:14]3[CH2:19][CH2:18][CH2:17][CH2:16][CH2:15]3)[N:11]=[C:10]([OH:20])[CH:9]=2)[CH2:4][CH2:3]1.[CH3:21][NH:22][C:23]1[N:28]=[CH:27][C:26]([CH:29]=O)=[CH:25][N:24]=1.C(N(CC)CC)C.C(O[BH-](OC(=O)C)OC(=O)C)(=O)C.[Na+]. The catalyst is C(O)(=O)C.ClCCl. The product is [CH3:21][NH:22][C:23]1[N:28]=[CH:27][C:26]([CH2:29][N:2]2[CH2:7][CH2:6][CH:5]([C:8]3[N:13]=[C:12]([N:14]4[CH2:15][CH2:16][CH2:17][CH2:18][CH2:19]4)[N:11]=[C:10]([OH:20])[CH:9]=3)[CH2:4][CH2:3]2)=[CH:25][N:24]=1. The yield is 0.830.